Dataset: Full USPTO retrosynthesis dataset with 1.9M reactions from patents (1976-2016). Task: Predict the reactants needed to synthesize the given product. (1) Given the product [F:5][C:6]1[C:7]2[O:32][N:31]=[C:30]([N:33]3[CH:37]=[C:36]([CH2:38][OH:39])[CH:35]=[N:34]3)[C:8]=2[CH:9]=[C:10]2[C:23]=1[N:22]1[CH2:24][C@@H:25]([CH3:29])[O:26][C@@H:27]([CH3:28])[C@@H:21]1[C:12]1([C:17](=[O:18])[NH:16][C:15](=[O:19])[NH:14][C:13]1=[O:20])[CH2:11]2, predict the reactants needed to synthesize it. The reactants are: [BH4-].[Li+].CO.[F:5][C:6]1[C:7]2[O:32][N:31]=[C:30]([N:33]3[CH:37]=[C:36]([C:38](OCC)=[O:39])[CH:35]=[N:34]3)[C:8]=2[CH:9]=[C:10]2[C:23]=1[N:22]1[CH2:24][C@@H:25]([CH3:29])[O:26][C@@H:27]([CH3:28])[C@@H:21]1[C:12]1([C:17](=[O:18])[NH:16][C:15](=[O:19])[NH:14][C:13]1=[O:20])[CH2:11]2. (2) Given the product [F:7][C:8]1[CH:9]=[C:10]([NH:14][C:15]2[N:20]=[C:19]([NH:21][CH2:22][CH2:23][CH3:24])[C:18]([CH2:25][OH:26])=[CH:17][N:16]=2)[CH:11]=[CH:12][CH:13]=1, predict the reactants needed to synthesize it. The reactants are: [H-].[Al+3].[Li+].[H-].[H-].[H-].[F:7][C:8]1[CH:9]=[C:10]([NH:14][C:15]2[N:20]=[C:19]([NH:21][CH2:22][CH2:23][CH3:24])[C:18]([C:25](OCC)=[O:26])=[CH:17][N:16]=2)[CH:11]=[CH:12][CH:13]=1.C(OCC)(=O)C.